This data is from Full USPTO retrosynthesis dataset with 1.9M reactions from patents (1976-2016). The task is: Predict the reactants needed to synthesize the given product. (1) Given the product [O:7]1[CH2:12][CH2:11][O:10][C:9]2[CH:13]=[CH:14][C:15]([CH:17]([CH3:23])[C:18]([OH:20])=[O:19])=[CH:16][C:8]1=2, predict the reactants needed to synthesize it. The reactants are: C1COCC1.O.[O:7]1[CH2:12][CH2:11][O:10][C:9]2[CH:13]=[CH:14][C:15]([CH:17]([CH3:23])[C:18]([O:20]CC)=[O:19])=[CH:16][C:8]1=2.[OH-].[Na+].C(O)(=O)C. (2) Given the product [Cl:32][C:29]1[CH:30]=[CH:31][C:26]([CH2:25][N:21]2[C:22]3[C:18](=[CH:17][C:16](/[CH:15]=[C:12]4/[C:13](=[O:14])[N:9]([CH2:8][C:2]5([NH:1][C:39](=[O:40])[O:41][CH3:42])[CH2:7][CH2:6][O:5][CH2:4][CH2:3]5)[C:10](=[O:37])[S:11]/4)=[CH:24][CH:23]=3)[CH:19]=[N:20]2)=[C:27]([C:33]([F:36])([F:35])[F:34])[CH:28]=1, predict the reactants needed to synthesize it. The reactants are: [NH2:1][C:2]1([CH2:8][N:9]2[C:13](=[O:14])/[C:12](=[CH:15]/[C:16]3[CH:17]=[C:18]4[C:22](=[CH:23][CH:24]=3)[N:21]([CH2:25][C:26]3[CH:31]=[CH:30][C:29]([Cl:32])=[CH:28][C:27]=3[C:33]([F:36])([F:35])[F:34])[N:20]=[CH:19]4)/[S:11][C:10]2=[O:37])[CH2:7][CH2:6][O:5][CH2:4][CH2:3]1.Cl[C:39]([O:41][CH3:42])=[O:40]. (3) Given the product [F:19][C:20]1[CH:25]=[CH:24][C:23]([C:2]2[N:7]=[CH:6][N:5]=[C:4]([NH:8][C:9]3[CH:14]=[CH:13][CH:12]=[C:11]([CH2:15][S:16]([CH3:18])=[O:17])[CH:10]=3)[N:3]=2)=[C:22]([O:29][CH3:30])[CH:21]=1, predict the reactants needed to synthesize it. The reactants are: Cl[C:2]1[N:7]=[CH:6][N:5]=[C:4]([NH:8][C:9]2[CH:14]=[CH:13][CH:12]=[C:11]([CH2:15][S:16]([CH3:18])=[O:17])[CH:10]=2)[N:3]=1.[F:19][C:20]1[CH:25]=[CH:24][C:23](B(O)O)=[C:22]([O:29][CH3:30])[CH:21]=1. (4) Given the product [NH2:73][C:74]1[C:78]([Cl:79])=[C:77]([C:80]([N:4]2[CH2:5][CH2:6][C@H:7]([O:8][C:9]3[CH:16]=[CH:15][C:14]([C:17]4[N:22]=[C:21]([NH:23][C:24]5[CH:29]=[CH:28][C:27]([N:30]6[CH2:31][CH2:32][N:33]([CH:36]7[CH2:39][O:38][CH2:37]7)[CH2:34][CH2:35]6)=[CH:26][CH:25]=5)[N:20]=[CH:19][N:18]=4)=[CH:13][C:10]=3[C:11]#[N:12])[C@H:2]([F:1])[CH2:3]2)=[O:81])[NH:76][N:75]=1, predict the reactants needed to synthesize it. The reactants are: [F:1][C@H:2]1[C@@H:7]([O:8][C:9]2[CH:16]=[CH:15][C:14]([C:17]3[N:22]=[C:21]([NH:23][C:24]4[CH:29]=[CH:28][C:27]([N:30]5[CH2:35][CH2:34][N:33]([CH:36]6[CH2:39][O:38][CH2:37]6)[CH2:32][CH2:31]5)=[CH:26][CH:25]=4)[N:20]=[CH:19][N:18]=3)=[CH:13][C:10]=2[C:11]#[N:12])[CH2:6][CH2:5][NH:4][CH2:3]1.C(N(CC)C(C)C)(C)C.CN(C(ON1N=NC2C=CC=NC1=2)=[N+](C)C)C.F[P-](F)(F)(F)(F)F.[NH2:73][C:74]1[C:78]([Cl:79])=[C:77]([C:80](O)=[O:81])[NH:76][N:75]=1. (5) Given the product [Cl:11][C:4]1[C:3]([C:12]2[CH:17]=[CH:16][C:15]([F:18])=[CH:14][CH:13]=2)=[CH:2][N:7]2[CH:8]=[CH:9][N:10]=[C:6]2[N:5]=1, predict the reactants needed to synthesize it. The reactants are: Cl[C:2]1[N:7]2[CH:8]=[CH:9][N:10]=[C:6]2[N:5]=[C:4]([Cl:11])[C:3]=1[C:12]1[CH:17]=[CH:16][C:15]([F:18])=[CH:14][CH:13]=1.C1COCC1.O.[NH4+].[Cl-]. (6) The reactants are: [CH:1]1([N:4]([CH:19]2[CH2:24][CH2:23][NH:22][CH2:21][CH2:20]2)[C:5]([C:7]2[CH:8]=[N:9][C:10]([N:13]3[CH:17]=[CH:16][N:15]=[C:14]3[CH3:18])=[N:11][CH:12]=2)=[O:6])[CH2:3][CH2:2]1.F[C:26]1[C:31]([F:32])=[CH:30][C:29]([C:33]([F:36])([F:35])[F:34])=[CH:28][N:27]=1.C(N(C(C)C)C(C)C)C. Given the product [CH:1]1([N:4]([CH:19]2[CH2:24][CH2:23][N:22]([C:26]3[C:31]([F:32])=[CH:30][C:29]([C:33]([F:36])([F:34])[F:35])=[CH:28][N:27]=3)[CH2:21][CH2:20]2)[C:5]([C:7]2[CH:12]=[N:11][C:10]([N:13]3[CH:17]=[CH:16][N:15]=[C:14]3[CH3:18])=[N:9][CH:8]=2)=[O:6])[CH2:3][CH2:2]1, predict the reactants needed to synthesize it. (7) Given the product [CH3:71][O:70][C:64]1[CH:65]=[C:66]([O:68][CH3:69])[CH:67]=[C:3]([O:2][CH3:1])[C:4]=1/[CH:5]=[CH:6]/[CH:7]([S:27]([CH:30](/[CH:50]=[CH:51]/[C:52]1[C:53]([O:62][CH3:63])=[CH:54][C:55]([O:60][CH3:61])=[CH:56][C:57]=1[O:58][CH3:59])[C:31]1[CH:36]=[CH:35][C:34]([O:37][CH3:38])=[C:33]([OH:39])[CH:32]=1)(=[O:29])=[O:28])[C:8]1[CH:13]=[CH:12][C:11]([O:14][CH3:15])=[C:10]([OH:16])[CH:9]=1, predict the reactants needed to synthesize it. The reactants are: [CH3:1][O:2][C:3]1[CH:67]=[C:66]([O:68][CH3:69])[CH:65]=[C:64]([O:70][CH3:71])[C:4]=1/[CH:5]=[CH:6]/[CH:7]([S:27]([CH:30](/[CH:50]=[CH:51]/[C:52]1[C:57]([O:58][CH3:59])=[CH:56][C:55]([O:60][CH3:61])=[CH:54][C:53]=1[O:62][CH3:63])[C:31]1[CH:36]=[CH:35][C:34]([O:37][CH3:38])=[C:33]([O:39]S(C2C=CC(C)=CC=2)(=O)=O)[CH:32]=1)(=[O:29])=[O:28])[C:8]1[CH:13]=[CH:12][C:11]([O:14][CH3:15])=[C:10]([O:16]S(C2C=CC(C)=CC=2)(=O)=O)[CH:9]=1.[OH-].[Na+].Cl. (8) The reactants are: [H-].[Na+].[NH2:3][C:4]1[C:9]([Cl:10])=[C:8]([CH2:11][N:12]2[CH2:18][CH2:17][C:16](=[O:19])[N:15]([CH3:20])[CH2:14][CH2:13]2)[CH:7]=[CH:6][N:5]=1.Cl[C:22]1[S:23][C:24]([C:27]#[N:28])=[CH:25][N:26]=1. Given the product [Cl:10][C:9]1[C:4]([NH:3][C:22]2[S:23][C:24]([C:27]#[N:28])=[CH:25][N:26]=2)=[N:5][CH:6]=[CH:7][C:8]=1[CH2:11][N:12]1[CH2:18][CH2:17][C:16](=[O:19])[N:15]([CH3:20])[CH2:14][CH2:13]1, predict the reactants needed to synthesize it.